Dataset: Forward reaction prediction with 1.9M reactions from USPTO patents (1976-2016). Task: Predict the product of the given reaction. Given the reactants CCN(CC)CC.[F:8][C:9]1[CH:16]=[CH:15][CH:14]=[CH:13][C:10]=1[CH:11]=O.[S:17]1[CH:21]=[CH:20][CH:19]=[C:18]1[CH2:22][CH2:23][NH2:24].CC(=O)OCC.CCCCCC, predict the reaction product. The product is: [F:8][C:9]1[CH:16]=[CH:15][CH:14]=[CH:13][C:10]=1[CH:11]1[C:19]2[CH:20]=[CH:21][S:17][C:18]=2[CH2:22][CH2:23][NH:24]1.